Dataset: Catalyst prediction with 721,799 reactions and 888 catalyst types from USPTO. Task: Predict which catalyst facilitates the given reaction. (1) Reactant: [CH2:1]([O:8][C@@H:9]1[C@@H:17]([CH:18]([NH:20]S(C(C)(C)C)=O)[CH3:19])[O:16][C@H:15]2[C@H:11]([N:12]=[C:13]([N:27]([CH3:29])[CH3:28])[S:14]2)[C@H:10]1[O:30][CH2:31][C:32]1[CH:37]=[CH:36][CH:35]=[CH:34][CH:33]=1)[C:2]1[CH:7]=[CH:6][CH:5]=[CH:4][CH:3]=1.Cl.[NH4+].[OH-]. Product: [NH2:20][CH:18]([C@H:17]1[O:16][C@H:15]2[C@H:11]([N:12]=[C:13]([N:27]([CH3:28])[CH3:29])[S:14]2)[C@@H:10]([O:30][CH2:31][C:32]2[CH:33]=[CH:34][CH:35]=[CH:36][CH:37]=2)[C@@H:9]1[O:8][CH2:1][C:2]1[CH:7]=[CH:6][CH:5]=[CH:4][CH:3]=1)[CH3:19]. The catalyst class is: 5. (2) Reactant: C([O:4][C@@H:5]1[C@@H:13]([C@@H:14]([OH:19])[C:15]([F:18])([F:17])[F:16])[O:12][C@H:11]2[C@H:7]([N:8]=[C:9]([N:20]([CH2:28][CH3:29])[C:21](=[O:27])[O:22][C:23]([CH3:26])([CH3:25])[CH3:24])[S:10]2)[C@H:6]1[O:30]CC=C)C=C.CCN(CC)CC.C(O)=O. Product: [OH:4][C@@H:5]1[C@@H:13]([C@@H:14]([OH:19])[C:15]([F:16])([F:18])[F:17])[O:12][C@H:11]2[C@H:7]([N:8]=[C:9]([N:20]([CH2:28][CH3:29])[C:21](=[O:27])[O:22][C:23]([CH3:25])([CH3:26])[CH3:24])[S:10]2)[C@H:6]1[OH:30]. The catalyst class is: 77. (3) Reactant: C([O-])(O)=O.[Na+].[NH:6]1[CH2:10][CH2:9][CH2:8][C@@H:7]1[CH2:11][OH:12].[Br:13][C:14]1[CH:19]=[CH:18][C:17]([S:20](Cl)(=[O:22])=[O:21])=[CH:16][CH:15]=1. Product: [Br:13][C:14]1[CH:19]=[CH:18][C:17]([S:20]([N:6]2[CH2:10][CH2:9][CH2:8][C@@H:7]2[CH2:11][OH:12])(=[O:22])=[O:21])=[CH:16][CH:15]=1. The catalyst class is: 2. (4) Reactant: [BrH:1].[CH2:2]([NH:9][CH2:10][C@H:11]1[CH2:20][CH2:19][C:18]2[C:13](=[CH:14][CH:15]=[CH:16][CH:17]=2)[O:12]1)[C:3]1[CH:8]=[CH:7][CH:6]=[CH:5][CH:4]=1.BrBr.O. Product: [CH2:2]([NH:9][CH2:10][C@H:11]1[CH2:20][CH2:19][C:18]2[C:13](=[CH:14][CH:15]=[C:16]([Br:1])[CH:17]=2)[O:12]1)[C:3]1[CH:4]=[CH:5][CH:6]=[CH:7][CH:8]=1. The catalyst class is: 106. (5) Reactant: Cl[C:2]1[C:3]([C:15]#[N:16])=[N:4][N:5]([C:9]2[CH:14]=[CH:13][CH:12]=[CH:11][CH:10]=2)[C:6](=[O:8])[CH:7]=1.[N-:17]=[N+:18]=[N-:19].[Na+].O. Product: [N:17]([C:2]1[C:3]([C:15]#[N:16])=[N:4][N:5]([C:9]2[CH:14]=[CH:13][CH:12]=[CH:11][CH:10]=2)[C:6](=[O:8])[CH:7]=1)=[N+:18]=[N-:19]. The catalyst class is: 3. (6) Reactant: Cl.[CH3:2][N:3]1[C:11]2[C:6](=[CH:7][CH:8]=[CH:9][CH:10]=2)[C:5]([CH:12]2[CH2:17][CH2:16][NH:15][CH2:14][CH2:13]2)=[CH:4]1.[C:18]([O:22][C:23]([NH:25][CH2:26][CH2:27][CH2:28][CH2:29][CH2:30][CH2:31][C:32](O)=[O:33])=[O:24])([CH3:21])([CH3:20])[CH3:19].O.ON1C2C=CC=CC=2N=N1.CN(C)CCCN=C=NCC. Product: [C:18]([O:22][C:23]([NH:25][CH2:26][CH2:27][CH2:28][CH2:29][CH2:30][CH2:31][C:32]([N:15]1[CH2:16][CH2:17][CH:12]([C:5]2[C:6]3[C:11](=[CH:10][CH:9]=[CH:8][CH:7]=3)[N:3]([CH3:2])[CH:4]=2)[CH2:13][CH2:14]1)=[O:33])=[O:24])([CH3:21])([CH3:20])[CH3:19]. The catalyst class is: 2.